Dataset: Forward reaction prediction with 1.9M reactions from USPTO patents (1976-2016). Task: Predict the product of the given reaction. (1) The product is: [CH2:1]([O:5][P:6]([C:13]1[CH:17]=[C:16]([C:34]2[S:33][CH:32]=[C:31]([P:24]([O:23][CH2:19][CH2:20][CH2:21][CH3:22])([O:26][CH2:27][CH2:28][CH2:29][CH3:30])=[O:25])[CH:35]=2)[S:15][CH:14]=1)([O:8][CH2:9][CH2:10][CH2:11][CH3:12])=[O:7])[CH2:2][CH2:3][CH3:4]. Given the reactants [CH2:1]([O:5][P:6]([C:13]1[CH:17]=[C:16](I)[S:15][CH:14]=1)([O:8][CH2:9][CH2:10][CH2:11][CH3:12])=[O:7])[CH2:2][CH2:3][CH3:4].[CH2:19]([O:23][P:24]([C:31]1[CH:35]=[C:34]([Sn](CCCC)(CCCC)CCCC)[S:33][CH:32]=1)([O:26][CH2:27][CH2:28][CH2:29][CH3:30])=[O:25])[CH2:20][CH2:21][CH3:22].[Cu]C#N.[F-].[K+], predict the reaction product. (2) Given the reactants Cl[C:2]1[C:7]([N+:8]([O-:10])=[O:9])=[CH:6][C:5]([F:11])=[CH:4][C:3]=1[N+:12]([O-:14])=[O:13].[CH3:15][NH2:16], predict the reaction product. The product is: [F:11][C:5]1[CH:6]=[C:7]([N+:8]([O-:10])=[O:9])[C:2]([NH:16][CH3:15])=[C:3]([N+:12]([O-:14])=[O:13])[CH:4]=1. (3) Given the reactants [NH:1]1[CH2:6][CH:5]=[C:4]([C:7]2[C:15]3[C:10](=[N:11][CH:12]=[CH:13][CH:14]=3)[NH:9][CH:8]=2)[CH2:3][CH2:2]1.C(N(CC)CC)C.[C:23]1([CH2:29][CH2:30][S:31](Cl)(=[O:33])=[O:32])[CH:28]=[CH:27][CH:26]=[CH:25][CH:24]=1, predict the reaction product. The product is: [C:23]1([CH2:29][CH2:30][S:31]([N:1]2[CH2:2][CH:3]=[C:4]([C:7]3[C:15]4[C:10](=[N:11][CH:12]=[CH:13][CH:14]=4)[NH:9][CH:8]=3)[CH2:5][CH2:6]2)(=[O:33])=[O:32])[CH:28]=[CH:27][CH:26]=[CH:25][CH:24]=1. (4) Given the reactants Cl.Cl.[CH3:3][N:4]([CH3:39])[CH2:5][CH2:6][N:7]([CH2:28][C:29]1[CH:34]=[CH:33][CH:32]=[CH:31][C:30]=1[C:35]([F:38])([F:37])[F:36])[C:8]([CH2:10][N:11]([C:18]1[CH:27]=[CH:26][CH:25]=[C:24]2[C:19]=1[CH2:20][CH2:21][NH:22][CH2:23]2)C(=O)C(F)(F)F)=[O:9].I[C:41]1[CH:46]=[CH:45][CH:44]=[CH:43][CH:42]=1.CC(C)([O-])C.[Na+], predict the reaction product. The product is: [CH3:3][N:4]([CH3:39])[CH2:5][CH2:6][N:7]([CH2:28][C:29]1[CH:34]=[CH:33][CH:32]=[CH:31][C:30]=1[C:35]([F:38])([F:37])[F:36])[C:8](=[O:9])[CH2:10][NH:11][C:18]1[CH:27]=[CH:26][CH:25]=[C:24]2[C:19]=1[CH2:20][CH2:21][N:22]([C:41]1[CH:46]=[CH:45][CH:44]=[CH:43][CH:42]=1)[CH2:23]2. (5) Given the reactants ClC(OC1C=CC([N+]([O-])=O)=CC=1)=O.[CH3:14][C:15]1[CH:20]=C(NC)[CH:18]=[CH:17][C:16]=1/[CH:23]=[CH:24]/[S:25]([N:28]1[CH2:49][CH2:48][C:31]2([N:35]=[C:34]([C:36]3[CH:41]=[CH:40][CH:39]=[C:38]([O:42][C:43]([F:46])([F:45])[F:44])[CH:37]=3)[NH:33][C:32]2=[O:47])[CH2:30][CH2:29]1)(=[O:27])=[O:26].[CH3:50][N:51]([CH3:55])[CH2:52][CH2:53][NH2:54].C[C:57]([N:59]([CH3:61])[CH3:60])=[O:58], predict the reaction product. The product is: [CH3:50][N:51]([CH3:55])[CH2:52][CH2:53][NH:54][C:57](=[O:58])[N:59]([CH3:61])[C:60]1[CH:18]=[CH:17][C:16](/[CH:23]=[CH:24]/[S:25]([N:28]2[CH2:29][CH2:30][C:31]3([N:35]=[C:34]([C:36]4[CH:41]=[CH:40][CH:39]=[C:38]([O:42][C:43]([F:45])([F:44])[F:46])[CH:37]=4)[NH:33][C:32]3=[O:47])[CH2:48][CH2:49]2)(=[O:26])=[O:27])=[C:15]([CH3:20])[CH:14]=1. (6) Given the reactants [C:1]([O:5][P:6]([C:13]([F:64])([F:63])[C:14]1[CH:62]=[CH:61][C:17]([CH2:18][C:19]([C:49]2[CH:60]=[CH:59][C:52]([C:53]([O:55][CH:56]([CH3:58])[CH3:57])=[O:54])=[CH:51][CH:50]=2)([C:40](=[O:48])[C:41]2[CH:46]=[CH:45][C:44]([F:47])=[CH:43][CH:42]=2)[CH2:20]/[CH:21]=[CH:22]/[C:23]2[CH:28]=[CH:27][C:26]([C:29]([P:32]([O:37][CH2:38][CH3:39])([O:34][CH2:35][CH3:36])=[O:33])([F:31])[F:30])=[CH:25][CH:24]=2)=[CH:16][CH:15]=1)([O:8][C:9]([CH3:12])([CH3:11])[CH3:10])=[O:7])([CH3:4])([CH3:3])[CH3:2], predict the reaction product. The product is: [C:9]([O:8][P:6]([C:13]([F:64])([F:63])[C:14]1[CH:62]=[CH:61][C:17]([CH2:18][C:19]([C:49]2[CH:60]=[CH:59][C:52]([C:53]([O:55][CH:56]([CH3:57])[CH3:58])=[O:54])=[CH:51][CH:50]=2)([C:40](=[O:48])[C:41]2[CH:46]=[CH:45][C:44]([F:47])=[CH:43][CH:42]=2)[CH2:20][CH2:21][CH2:22][C:23]2[CH:28]=[CH:27][C:26]([C:29]([P:32]([O:37][CH2:38][CH3:39])([O:34][CH2:35][CH3:36])=[O:33])([F:31])[F:30])=[CH:25][CH:24]=2)=[CH:16][CH:15]=1)([O:5][C:1]([CH3:4])([CH3:2])[CH3:3])=[O:7])([CH3:12])([CH3:11])[CH3:10].